From a dataset of Forward reaction prediction with 1.9M reactions from USPTO patents (1976-2016). Predict the product of the given reaction. (1) Given the reactants Br[CH2:2][C:3]1[CH:7]=[C:6]([C:8]2[CH:13]=[CH:12][C:11]([C:14]([F:17])([F:16])[F:15])=[CH:10][CH:9]=2)[S:5][C:4]=1[C:18]([O:20][CH2:21][CH3:22])=[O:19].[CH2:23]([SH:30])[C:24]1[CH:29]=[CH:28][CH:27]=[CH:26][CH:25]=1.C(=O)([O-])[O-].[K+].[K+], predict the reaction product. The product is: [CH2:23]([S:30][CH2:2][C:3]1[CH:7]=[C:6]([C:8]2[CH:13]=[CH:12][C:11]([C:14]([F:17])([F:16])[F:15])=[CH:10][CH:9]=2)[S:5][C:4]=1[C:18]([O:20][CH2:21][CH3:22])=[O:19])[C:24]1[CH:29]=[CH:28][CH:27]=[CH:26][CH:25]=1. (2) Given the reactants [Br:1][CH:2]1[CH2:8][CH2:7][CH2:6][C:5]2[CH:9]=[C:10]([N:13]3[CH2:17][C@H:16]([CH2:18][NH:19][C:20](=[O:22])[CH3:21])[O:15][C:14]3=[O:23])[CH:11]=[CH:12][C:4]=2[C:3]1=O.[N:25]1([CH2:31][CH2:32][NH:33][C:34]([NH2:36])=[S:35])[CH2:30][CH2:29][CH2:28][CH2:27][CH2:26]1, predict the reaction product. The product is: [BrH:1].[O:23]=[C:14]1[N:13]([C:10]2[CH:11]=[CH:12][C:4]3[C:3]4[N:36]=[C:34]([NH:33][CH2:32][CH2:31][N:25]5[CH2:30][CH2:29][CH2:28][CH2:27][CH2:26]5)[S:35][C:2]=4[CH2:8][CH2:7][CH2:6][C:5]=3[CH:9]=2)[CH2:17][C@H:16]([CH2:18][NH:19][C:20](=[O:22])[CH3:21])[O:15]1. (3) Given the reactants [CH2:1]([N:3]1[C:11]([C:12]([O:14][CH3:15])=[O:13])=[N:10][C:9]2[C:4]1=[N:5][CH:6]=[N:7][C:8]=2[NH:16][C@H:17]1[CH2:21][CH2:20][NH:19][CH2:18]1)[CH3:2].C(N(CC)CC)C.[CH:29]1([C:32](Cl)=[O:33])[CH2:31][CH2:30]1, predict the reaction product. The product is: [CH:29]1([C:32]([N:19]2[CH2:20][CH2:21][C@H:17]([NH:16][C:8]3[N:7]=[CH:6][N:5]=[C:4]4[C:9]=3[N:10]=[C:11]([C:12]([O:14][CH3:15])=[O:13])[N:3]4[CH2:1][CH3:2])[CH2:18]2)=[O:33])[CH2:31][CH2:30]1.